This data is from NCI-60 drug combinations with 297,098 pairs across 59 cell lines. The task is: Regression. Given two drug SMILES strings and cell line genomic features, predict the synergy score measuring deviation from expected non-interaction effect. (1) Drug 1: C1CCC(C1)C(CC#N)N2C=C(C=N2)C3=C4C=CNC4=NC=N3. Drug 2: C(=O)(N)NO. Cell line: OVCAR3. Synergy scores: CSS=-2.42, Synergy_ZIP=1.51, Synergy_Bliss=0.777, Synergy_Loewe=-3.45, Synergy_HSA=-3.49. (2) Drug 1: CC1=CC2C(CCC3(C2CCC3(C(=O)C)OC(=O)C)C)C4(C1=CC(=O)CC4)C. Drug 2: C(CCl)NC(=O)N(CCCl)N=O. Cell line: NCIH23. Synergy scores: CSS=6.03, Synergy_ZIP=1.82, Synergy_Bliss=6.03, Synergy_Loewe=2.02, Synergy_HSA=3.00. (3) Drug 1: CN1CCC(CC1)COC2=C(C=C3C(=C2)N=CN=C3NC4=C(C=C(C=C4)Br)F)OC. Drug 2: CC1C(C(CC(O1)OC2CC(CC3=C2C(=C4C(=C3O)C(=O)C5=C(C4=O)C(=CC=C5)OC)O)(C(=O)CO)O)N)O.Cl. Cell line: SK-MEL-28. Synergy scores: CSS=39.9, Synergy_ZIP=1.34, Synergy_Bliss=2.20, Synergy_Loewe=-19.6, Synergy_HSA=0.171. (4) Drug 1: C1=CN(C(=O)N=C1N)C2C(C(C(O2)CO)O)O.Cl. Drug 2: CC1CCC2CC(C(=CC=CC=CC(CC(C(=O)C(C(C(=CC(C(=O)CC(OC(=O)C3CCCCN3C(=O)C(=O)C1(O2)O)C(C)CC4CCC(C(C4)OC)O)C)C)O)OC)C)C)C)OC. Cell line: HOP-62. Synergy scores: CSS=27.0, Synergy_ZIP=-5.30, Synergy_Bliss=7.80, Synergy_Loewe=-7.57, Synergy_HSA=3.73.